From a dataset of Catalyst prediction with 721,799 reactions and 888 catalyst types from USPTO. Predict which catalyst facilitates the given reaction. Reactant: [NH2:1][C:2]1[C:3]2[C:13]([O:14][CH2:15][C@@H:16]3[C@@H:20]([OH:21])[C@@H:19]([OH:22])[CH:18]([OH:23])[O:17]3)=[CH:12][CH:11]=[CH:10][C:4]=2[NH:5][S:6](=[O:9])(=[O:8])[N:7]=1.F[C:25](F)(F)C(O)=O. Product: [NH2:1][C:2]1[C:3]2[C:13]([O:14][CH2:15][C@@H:16]3[C@@H:20]([OH:21])[C@@H:19]([OH:22])[CH:18]([O:23][CH3:25])[O:17]3)=[CH:12][CH:11]=[CH:10][C:4]=2[NH:5][S:6](=[O:8])(=[O:9])[N:7]=1. The catalyst class is: 5.